From a dataset of Forward reaction prediction with 1.9M reactions from USPTO patents (1976-2016). Predict the product of the given reaction. (1) Given the reactants [C:1]([O-:4])(=[O:3])C.[O:5]=[C:6]1[C@@H:9]([NH3+:10])[CH2:8][NH:7]1.[CH3:11]CN(C(C)C)C(C)C.[C:20]1([C:26]2[CH:31]=[CH:30][C:29](C3C=CN(C([O-])=O)C(=O)C=3C)=[CH:28][CH:27]=2)[CH:25]=[CH:24][CH:23]=[CH:22][CH:21]=1, predict the reaction product. The product is: [C:20]1([C:26]2[CH:27]=[CH:28][C:29]([O:4][C:1](=[O:3])[N:10]([CH3:11])[C@H:9]3[CH2:8][NH:7][C:6]3=[O:5])=[CH:30][CH:31]=2)[CH:25]=[CH:24][CH:23]=[CH:22][CH:21]=1. (2) Given the reactants C(N(CC)CC)C.[N+:8]([C:11]1[CH:16]=[CH:15][C:14]([N:17]2[CH2:22][CH2:21][NH:20][CH2:19][CH2:18]2)=[CH:13][C:12]=1[NH2:23])([O-:10])=[O:9].[CH3:24][N:25]([CH3:29])[C:26](Cl)=[O:27].O, predict the reaction product. The product is: [CH3:24][N:25]([CH3:29])[C:26]([N:20]1[CH2:19][CH2:18][N:17]([C:14]2[CH:15]=[CH:16][C:11]([N+:8]([O-:10])=[O:9])=[C:12]([NH2:23])[CH:13]=2)[CH2:22][CH2:21]1)=[O:27]. (3) Given the reactants [Br:1][C:2]1[CH:3]=[C:4]2[C:8](=[CH:9][C:10]=1[CH3:11])[NH:7][N:6]=[CH:5]2.[F:12][C:13]1[CH:18]=[CH:17][C:16](B(O)O)=[CH:15][CH:14]=1.N1C=CC=CC=1, predict the reaction product. The product is: [Br:1][C:2]1[CH:3]=[C:4]2[C:8](=[CH:9][C:10]=1[CH3:11])[N:7]([C:16]1[CH:17]=[CH:18][C:13]([F:12])=[CH:14][CH:15]=1)[N:6]=[CH:5]2. (4) Given the reactants [N:1]1([C:6]2[N:11]=[CH:10][C:9]([NH:12][C:13](=[O:21])OC3C=CC=CC=3)=[CH:8][CH:7]=2)[CH2:5][CH2:4][CH2:3][CH2:2]1.[C:22]([C:26]1[CH:30]=[C:29]([CH2:31][NH2:32])[N:28]([C:33]2[CH:38]=[CH:37][CH:36]=[C:35]([Cl:39])[CH:34]=2)[N:27]=1)([CH3:25])([CH3:24])[CH3:23].C(N(CC)CC)C, predict the reaction product. The product is: [C:22]([C:26]1[CH:30]=[C:29]([CH2:31][NH:32][C:13]([NH:12][C:9]2[CH:10]=[N:11][C:6]([N:1]3[CH2:2][CH2:3][CH2:4][CH2:5]3)=[CH:7][CH:8]=2)=[O:21])[N:28]([C:33]2[CH:38]=[CH:37][CH:36]=[C:35]([Cl:39])[CH:34]=2)[N:27]=1)([CH3:25])([CH3:23])[CH3:24]. (5) Given the reactants [F:1][C:2]1[C:3]([CH3:15])=[C:4]([CH:12]=[CH:13][CH:14]=1)[O:5]C1CCCCO1.C(O)(=O)C(O)=O, predict the reaction product. The product is: [F:1][C:2]1[C:3]([CH3:15])=[C:4]([OH:5])[CH:12]=[CH:13][CH:14]=1. (6) Given the reactants C(N(CC)CC)C.[CH3:8][C@@:9]12[C:15]([CH3:17])([CH3:16])[C@@H:12]([CH2:13][CH2:14]1)[CH:11]([C:18](Cl)=[O:19])[C:10]2=O.C(OC([N:29]([CH2:39][C:40]1[CH:45]=[CH:44][CH:43]=[CH:42][CH:41]=1)[NH:30][C:31]1[CH:36]=[CH:35][CH:34]=[C:33]([CH3:37])[C:32]=1[CH3:38])=O)(C)(C)C.Cl.O1CCOCC1, predict the reaction product. The product is: [CH2:39]([N:29]1[C:10]2[C@:9]3([CH3:8])[C:15]([CH3:17])([CH3:16])[C@@H:12]([CH2:13][CH2:14]3)[C:11]=2[C:18](=[O:19])[N:30]1[C:31]1[CH:36]=[CH:35][CH:34]=[C:33]([CH3:37])[C:32]=1[CH3:38])[C:40]1[CH:41]=[CH:42][CH:43]=[CH:44][CH:45]=1. (7) Given the reactants [F:1][C:2]1[CH:7]=[CH:6][C:5]([C:8]2[C:17]([NH:18][CH:19]([CH3:21])[CH3:20])=[N:16][C:15]3[C:10](=[CH:11][CH:12]=[C:13]([C:22]([O:24]C)=[O:23])[CH:14]=3)[N:9]=2)=[CH:4][CH:3]=1.[H-].[Na+].I[CH2:29][CH3:30].Cl, predict the reaction product. The product is: [CH2:29]([N:18]([CH:19]([CH3:21])[CH3:20])[C:17]1[C:8]([C:5]2[CH:6]=[CH:7][C:2]([F:1])=[CH:3][CH:4]=2)=[N:9][C:10]2[C:15]([N:16]=1)=[CH:14][C:13]([C:22]([OH:24])=[O:23])=[CH:12][CH:11]=2)[CH3:30]. (8) The product is: [CH3:34][C:31]1[C:30]2[CH:38]=[CH:39][C:27]([O:26][CH2:25][CH2:24][O:1][C:2]3[CH:3]=[C:4]4[C:8](=[CH:9][CH:10]=3)[C@H:7]([CH2:11][C:12]([OH:14])=[O:13])[CH2:6][CH2:5]4)=[C:28]([CH2:40][CH2:41][CH3:42])[C:29]=2[O:33][N:32]=1. Given the reactants [OH:1][C:2]1[CH:3]=[C:4]2[C:8](=[CH:9][CH:10]=1)[C@H:7]([CH2:11][C:12]([O:14]CC)=[O:13])[CH2:6][CH2:5]2.C([O-])([O-])=O.[Cs+].[Cs+].Br[CH2:24][CH2:25][O:26][C:27]1[CH:39]=[CH:38][C:30]2[C:31]([C:34](F)(F)F)=[N:32][O:33][C:29]=2[C:28]=1[CH2:40][CH2:41][CH3:42], predict the reaction product.